This data is from Reaction yield outcomes from USPTO patents with 853,638 reactions. The task is: Predict the reaction yield, written as a fraction of the theoretical maximum amount of product (1.0 means a 100% yield; for example, 0.34 means a 34% yield). (1) The reactants are N[C@H](C(O)=O)CS.C1(=O)NC(=O)C=C1.[OH:15][C:16]([CH2:18][CH2:19][CH2:20][CH2:21][C@H:22]1[C@@H:30]2[C@@H:25]([NH:26][C:27]([NH:29]2)=[O:28])[CH2:24][S:23]1)=[O:17]. No catalyst specified. The product is [OH:17][C:16]([CH2:18][CH2:19][CH2:20][CH2:21][C@H:22]1[C@@H:30]2[C@@H:25]([NH:26][C:27]([NH:29]2)=[O:28])[CH2:24][S:23]1)=[O:15]. The yield is 1.00. (2) The reactants are [N:1]([CH2:4][CH2:5][O:6][CH2:7][CH2:8][O:9][N:10]1C(=O)C2C(=CC=CC=2)C1=O)=[N+:2]=[N-:3].NN. The catalyst is CO. The product is [N:1]([CH2:4][CH2:5][O:6][CH2:7][CH2:8][O:9][NH2:10])=[N+:2]=[N-:3]. The yield is 0.600. (3) The reactants are [CH2:1]([N:8]([CH3:49])[C:9]1[CH:48]=[CH:47][C:12]([CH2:13][CH:14]([NH:37][S:38]([C:41]2[CH:42]=[N:43][CH:44]=[CH:45][CH:46]=2)(=[O:40])=[O:39])[C:15]2[N:20]=[C:19]([N:21]([CH2:29][C:30]([O:32]C(C)(C)C)=[O:31])C(OC(C)(C)C)=O)[CH:18]=[CH:17][CH:16]=2)=[CH:11][CH:10]=1)[C:2]1[CH:7]=[CH:6][CH:5]=[CH:4][CH:3]=1.Cl.O1CCOCC1. The catalyst is C(Cl)Cl. The product is [CH2:1]([N:8]([CH3:49])[C:9]1[CH:10]=[CH:11][C:12]([CH2:13][CH:14]([NH:37][S:38]([C:41]2[CH:42]=[N:43][CH:44]=[CH:45][CH:46]=2)(=[O:40])=[O:39])[C:15]2[N:20]=[C:19]([NH:21][CH2:29][C:30]([OH:32])=[O:31])[CH:18]=[CH:17][CH:16]=2)=[CH:47][CH:48]=1)[C:2]1[CH:7]=[CH:6][CH:5]=[CH:4][CH:3]=1. The yield is 0.960.